Dataset: Reaction yield outcomes from USPTO patents with 853,638 reactions. Task: Predict the reaction yield, written as a fraction of the theoretical maximum amount of product (1.0 means a 100% yield; for example, 0.34 means a 34% yield). (1) The reactants are [CH3:1][O:2][C:3](=[O:25])[CH:4]([N:11]1[CH2:16][CH2:15][N:14]([C:17]2[CH:22]=[CH:21][C:20]([NH2:23])=[CH:19][C:18]=2[Cl:24])[CH2:13][CH2:12]1)[C:5]1[CH:10]=[CH:9][CH:8]=[CH:7][CH:6]=1.[CH3:26][C:27]1[CH:35]=[CH:34][CH:33]=[CH:32][C:28]=1[C:29](O)=[O:30].C(Cl)CCl.C1C=CC2N(O)N=NC=2C=1.CN1CCOCC1. The catalyst is C(Cl)Cl. The product is [CH3:1][O:2][C:3](=[O:25])[CH:4]([N:11]1[CH2:12][CH2:13][N:14]([C:17]2[CH:22]=[CH:21][C:20]([NH:23][C:29](=[O:30])[C:28]3[CH:32]=[CH:33][CH:34]=[CH:35][C:27]=3[CH3:26])=[CH:19][C:18]=2[Cl:24])[CH2:15][CH2:16]1)[C:5]1[CH:10]=[CH:9][CH:8]=[CH:7][CH:6]=1. The yield is 0.460. (2) The reactants are C(C1C=CN=C(C2C=C(C(C)(C)C)C=CN=2)C=1)(C)(C)C.[CH3:36][C:31]1([CH3:37])[C:32]([CH3:35])([CH3:34])[O:33][B:29]([B:29]2[O:33][C:32]([CH3:35])([CH3:34])[C:31]([CH3:37])([CH3:36])[O:30]2)[O:30]1.[Cl:39][C:40]1[CH:41]=[CH:42][CH:43]=[C:44]2[C:48]=1[NH:47][CH:46]=[CH:45]2. The catalyst is COCCOC. The product is [Cl:39][C:40]1[CH:41]=[CH:42][CH:43]=[C:44]2[C:48]=1[NH:47][C:46]([B:29]1[O:30][C:31]([CH3:36])([CH3:37])[C:32]([CH3:34])([CH3:35])[O:33]1)=[CH:45]2. The yield is 0.960. (3) The reactants are CS(O[C:6]1[CH:11]=[CH:10][CH:9]=[C:8]([C:12]2[S:13][C:14]3[CH:22]=[CH:21][CH:20]=[CH:19][C:15]=3[C:16](=[O:18])[N:17]=2)[N:7]=1)(=O)=O.[CH2:23](N(CC)CC)C.[F:30][C:31]1[CH:36]=[CH:35][C:34]([N:37]2[CH2:42][CH2:41][NH:40][CH2:39][CH2:38]2)=[CH:33][CH:32]=1.C(OCC)(=O)C. The catalyst is CN(C=O)C.O. The product is [F:30][C:31]1[CH:32]=[CH:33][C:34]([N:37]2[CH2:42][CH2:41][N:40]([CH2:23][C:6]3[N:7]=[C:8]([C:12]4[S:13][C:14]5[CH:22]=[CH:21][CH:20]=[CH:19][C:15]=5[C:16](=[O:18])[N:17]=4)[CH:9]=[CH:10][CH:11]=3)[CH2:39][CH2:38]2)=[CH:35][CH:36]=1. The yield is 0.500. (4) The reactants are C(OC([NH:8][C:9]1[CH:17]=[CH:16][C:15]([C:18]2[CH:19]=[C:20]3[C:26]([C:27]4[CH:32]=[CH:31][CH:30]=[CH:29][C:28]=4[O:33][CH3:34])=[N:25][N:24](COCC[Si](C)(C)C)[C:21]3=[N:22][CH:23]=2)=[CH:14][C:10]=1[C:11]([OH:13])=[O:12])=O)(C)(C)C.Cl(O)(=O)(=O)=O.SCC(O)=O. The catalyst is C(O)(=O)C.O. The product is [NH2:8][C:9]1[CH:17]=[CH:16][C:15]([C:18]2[CH:19]=[C:20]3[C:26]([C:27]4[CH:32]=[CH:31][CH:30]=[CH:29][C:28]=4[O:33][CH3:34])=[N:25][NH:24][C:21]3=[N:22][CH:23]=2)=[CH:14][C:10]=1[C:11]([OH:13])=[O:12]. The yield is 0.820.